From a dataset of Peptide-MHC class II binding affinity with 134,281 pairs from IEDB. Regression. Given a peptide amino acid sequence and an MHC pseudo amino acid sequence, predict their binding affinity value. This is MHC class II binding data. (1) The peptide sequence is IDGNCDGRGKSTRST. The MHC is DRB5_0101 with pseudo-sequence DRB5_0101. The binding affinity (normalized) is 0. (2) The peptide sequence is KIERWFVRNPFFAVT. The MHC is DRB3_0301 with pseudo-sequence DRB3_0301. The binding affinity (normalized) is 0.898.